Dataset: Catalyst prediction with 721,799 reactions and 888 catalyst types from USPTO. Task: Predict which catalyst facilitates the given reaction. Reactant: [C:1]([NH:5][C:6](=[O:35])[C:7]1[CH:12]=[CH:11][CH:10]=[C:9]([O:13][C:14]2[CH:19]=[CH:18][C:17]([NH:20][C:21]3[C:31]4[CH:30]=[C:29]([CH:32]=O)[CH2:28][CH2:27][NH:26][C:25]=4[N:24]=[CH:23][N:22]=3)=[CH:16][C:15]=2[Cl:34])[CH:8]=1)([CH3:4])([CH3:3])[CH3:2].Cl.[NH2:37][O:38][CH2:39][CH2:40][S:41]([CH3:44])(=[O:43])=[O:42].C([O-])(=O)C.[Na+]. Product: [C:1]([NH:5][C:6](=[O:35])[C:7]1[CH:12]=[CH:11][CH:10]=[C:9]([O:13][C:14]2[CH:19]=[CH:18][C:17]([NH:20][C:21]3[C:31]4[CH:30]=[C:29]([CH:32]=[N:37][O:38][CH2:39][CH2:40][S:41]([CH3:44])(=[O:43])=[O:42])[CH2:28][CH2:27][NH:26][C:25]=4[N:24]=[CH:23][N:22]=3)=[CH:16][C:15]=2[Cl:34])[CH:8]=1)([CH3:3])([CH3:4])[CH3:2]. The catalyst class is: 8.